From a dataset of Catalyst prediction with 721,799 reactions and 888 catalyst types from USPTO. Predict which catalyst facilitates the given reaction. (1) Reactant: [Cl:1][C:2]1[CH:7]=[C:6]([CH3:8])[CH:5]=[C:4]([Cl:9])[CH:3]=1.[Li]CCCC.[C:15](=[O:17])=[O:16]. Product: [Cl:1][C:2]1[CH:7]=[C:6]([CH3:8])[CH:5]=[C:4]([Cl:9])[C:3]=1[C:15]([OH:17])=[O:16]. The catalyst class is: 1. (2) The catalyst class is: 3. Product: [CH3:35][N:34]([CH2:33][C:26]1[C:27]2[C:32](=[CH:31][CH:30]=[CH:29][CH:28]=2)[N:24]([CH3:23])[CH:25]=1)[C:20](=[O:22])/[CH:19]=[CH:18]/[C:16]1[CH:15]=[N:14][C:12]2[NH:13][C:7](=[O:6])[CH2:8][CH2:9][CH2:10][C:11]=2[CH:17]=1. Reactant: C(Cl)CCl.Cl.[O:6]=[C:7]1[NH:13][C:12]2[N:14]=[CH:15][C:16](/[CH:18]=[CH:19]/[C:20]([OH:22])=O)=[CH:17][C:11]=2[CH2:10][CH2:9][CH2:8]1.[CH3:23][N:24]1[C:32]2[C:27](=[CH:28][CH:29]=[CH:30][CH:31]=2)[C:26]([CH2:33][NH:34][CH3:35])=[CH:25]1.C1C=CC2N(O)N=NC=2C=1.O.C(N(C(C)C)CC)(C)C. (3) Reactant: [NH2:1][C@@H:2]([CH:5]([CH2:8][CH3:9])[CH2:6][CH3:7])[CH2:3][OH:4].C(N(CC)CC)C.[Cl:17][C:18]1[S:22][C:21]([S:23](Cl)(=[O:25])=[O:24])=[CH:20][CH:19]=1. Product: [Cl:17][C:18]1[S:22][C:21]([S:23]([NH:1][C@H:2]([CH2:3][OH:4])[CH:5]([CH2:8][CH3:9])[CH2:6][CH3:7])(=[O:25])=[O:24])=[CH:20][CH:19]=1. The catalyst class is: 2. (4) Reactant: C1(P(C2C=CC=CC=2)C2C=CC=CC=2)C=CC=CC=1.ClC1C(=O)C(C#N)=C(C#N)C(=O)C=1Cl.CCCC[N+](CCCC)(CCCC)CCCC.[N-:51]=[N+:52]=[N-:53].[F:54][C:55]1[N:60]=[CH:59][C:58]([CH:61](O)[CH3:62])=[CH:57][CH:56]=1. Product: [N:51]([CH:61]([C:58]1[CH:57]=[CH:56][C:55]([F:54])=[N:60][CH:59]=1)[CH3:62])=[N+:52]=[N-:53]. The catalyst class is: 2. (5) Reactant: [OH:1][C:2]1[CH:7]=[C:6]([CH3:8])[C:5]([NH:9][CH:10]=[O:11])=[C:4]([CH3:12])[C:3]=1[CH3:13].[H-].[Na+].Br[CH2:17][C:18]([CH3:29])=[CH:19][C:20]1[CH:25]=[CH:24][C:23]([CH:26]([CH3:28])[CH3:27])=[CH:22][CH:21]=1.O. Product: [CH:26]([C:23]1[CH:22]=[CH:21][C:20]([CH:19]=[C:18]([CH3:29])[CH2:17][O:1][C:2]2[CH:7]=[C:6]([CH3:8])[C:5]([NH:9][CH:10]=[O:11])=[C:4]([CH3:12])[C:3]=2[CH3:13])=[CH:25][CH:24]=1)([CH3:28])[CH3:27]. The catalyst class is: 9. (6) The catalyst class is: 9. Product: [Br:1][C:2]1[CH:7]=[CH:6][C:5]([C@H:8]([N:10]2[CH2:16][CH2:15][O:14][CH2:11][CH2:12]2)[CH3:9])=[CH:4][CH:3]=1. Reactant: [Br:1][C:2]1[CH:7]=[CH:6][C:5]([C@H:8]([NH2:10])[CH3:9])=[CH:4][CH:3]=1.[CH2:11]([O:14][CH2:15][CH2:16]Br)[CH2:12]Br.C(N(C(C)C)CC)(C)C.